This data is from Reaction yield outcomes from USPTO patents with 853,638 reactions. The task is: Predict the reaction yield, written as a fraction of the theoretical maximum amount of product (1.0 means a 100% yield; for example, 0.34 means a 34% yield). (1) The product is [NH2:1][C:2]1[O:22][C:18]2[C:17](=[C:16]([C:15]([O:14][CH3:13])=[O:24])[CH:21]=[CH:20][CH:19]=2)[N:23]=1. The yield is 0.500. The catalyst is C1COCC1.CCOC(C)=O. The reactants are [N:1]1(C(N2C=CN=C2)N)C=CN=[CH:2]1.[CH3:13][O:14][C:15](=[O:24])[C:16]1[CH:21]=[CH:20][CH:19]=[C:18]([OH:22])[C:17]=1[NH2:23]. (2) The reactants are C(N(C1C=CC=CC=1)S(C1C=CC(N2C(=O)C3CN(C(OC(C)(C)C)=O)CCC=3N2)=NC=1)(=O)=O)C.[CH:36]1([N:41]([CH2:60][CH:61]2[CH2:65][O:64]C(C)(C)[O:62]2)[S:42]([C:45]2[CH:46]=[N:47][C:48]([N:51]3[C:55](=[O:56])[C:54]4[CH2:57][S:58][CH2:59][C:53]=4[NH:52]3)=[CH:49][CH:50]=2)(=[O:44])=[O:43])[CH2:40][CH2:39][CH2:38][CH2:37]1. The catalyst is CC(O)=O. The product is [CH:36]1([N:41]([CH2:60][CH:61]([OH:62])[CH2:65][OH:64])[S:42]([C:45]2[CH:46]=[N:47][C:48]([N:51]3[C:55](=[O:56])[C:54]4[CH2:57][S:58][CH2:59][C:53]=4[NH:52]3)=[CH:49][CH:50]=2)(=[O:43])=[O:44])[CH2:40][CH2:39][CH2:38][CH2:37]1. The yield is 0.300. (3) The reactants are [C:1]([N:11]1[C@H:15]([C:16]2[CH:21]=[CH:20][CH:19]=[CH:18][CH:17]=2)[CH2:14][O:13][C:12]1=[O:22])(=[O:10])[CH:2]=[CH:3][C:4]1[CH:9]=[CH:8][CH:7]=[CH:6][CH:5]=1.C(O)(C(F)(F)F)=O.[CH3:30][O:31][CH2:32][CH2:33][N:34]([CH2:40]OC)[CH2:35][Si](C)(C)C. The catalyst is C1(C)C=CC=CC=1. The product is [CH3:30][O:31][CH2:32][CH2:33][N:34]1[CH2:40][C@@H:3]([C:4]2[CH:5]=[CH:6][CH:7]=[CH:8][CH:9]=2)[C@H:2]([C:1]([N:11]2[C@H:15]([C:16]3[CH:17]=[CH:18][CH:19]=[CH:20][CH:21]=3)[CH2:14][O:13][C:12]2=[O:22])=[O:10])[CH2:35]1. The yield is 0.600. (4) The yield is 0.190. The product is [CH2:27]([C:2]1[CH:3]=[C:4]([CH:19]=[CH:20][CH:21]=1)[CH2:5][NH:6][C:7]([C:9]1[CH:10]=[C:11]2[C:16](=[CH:17][CH:18]=1)[N:15]=[CH:14][CH:13]=[CH:12]2)=[O:8])[C:28]1[CH:33]=[CH:32][CH:31]=[CH:30][CH:29]=1. The catalyst is C(#N)C.O.FC(F)(F)C(O)=O.C(OCC)(=O)C. The reactants are Br[C:2]1[CH:3]=[C:4]([CH:19]=[CH:20][CH:21]=1)[CH2:5][NH:6][C:7]([C:9]1[CH:10]=[C:11]2[C:16](=[CH:17][CH:18]=1)[N:15]=[CH:14][CH:13]=[CH:12]2)=[O:8].O1CCCC1.[CH2:27]([Mg]Cl)[C:28]1[CH:33]=[CH:32][CH:31]=[CH:30][CH:29]=1.O. (5) The reactants are C([N:8]1[CH2:13][CH2:12][CH2:11][CH:10]([N:14]([C:19]2[CH:24]=[CH:23][CH:22]=[CH:21][CH:20]=2)[C:15](=[O:18])[CH2:16][CH3:17])[CH2:9]1)C1C=CC=CC=1. The catalyst is [Pd].CO. The product is [C:19]1([N:14]([CH:10]2[CH2:11][CH2:12][CH2:13][NH:8][CH2:9]2)[C:15](=[O:18])[CH2:16][CH3:17])[CH:20]=[CH:21][CH:22]=[CH:23][CH:24]=1. The yield is 0.970. (6) The reactants are CC1C=C2N=C3C(=NC(NC3=O)=O)N(C[C@H](O)[C@H](O)[C@H](O)CO)C2=CC=1C.[F:28][C:29]([F:51])([F:50])[C:30]([CH3:49])([O:32][C:33]1[CH:38]=[CH:37][C:36]([N+:39]([O-])=O)=[CH:35][C:34]=1[N:42]1[C:46](=[O:47])[N:45]([CH3:48])[N:44]=[N:43]1)[CH3:31]. The catalyst is CO.[Pd]. The product is [F:51][C:29]([F:28])([F:50])[C:30]([CH3:31])([O:32][C:33]1[CH:38]=[CH:37][C:36]([NH2:39])=[CH:35][C:34]=1[N:42]1[C:46](=[O:47])[N:45]([CH3:48])[N:44]=[N:43]1)[CH3:49]. The yield is 0.700. (7) The reactants are C(=O)([O-])[O-].[K+].[K+].[CH3:7][O:8][C:9]1[CH:14]=[CH:13][C:12]([CH:15]2[O:20][C@H:19]3[CH2:21][C@H:22]([N:24]4[C:28]5[N:29]=[CH:30][N:31]=[C:32]([CH3:33])[C:27]=5[C:26]([C:34]#[C:35][Si](C)(C)C)=[CH:25]4)[CH2:23][C@H:18]3[CH2:17][O:16]2)=[CH:11][CH:10]=1. The catalyst is CO.CCOC(C)=O. The product is [C:34]([C:26]1[C:27]2[C:32]([CH3:33])=[N:31][CH:30]=[N:29][C:28]=2[N:24]([C@H:22]2[CH2:21][C@@H:19]3[O:20][CH:15]([C:12]4[CH:11]=[CH:10][C:9]([O:8][CH3:7])=[CH:14][CH:13]=4)[O:16][CH2:17][C@@H:18]3[CH2:23]2)[CH:25]=1)#[CH:35]. The yield is 0.810. (8) The reactants are [Br:1][C:2]1[N:7]=[CH:6][C:5]([NH2:8])=[CH:4][CH:3]=1.[I:9]I.CCCCCC. The catalyst is CCO.[O-]S([O-])(=O)=O.[Ag+].[Ag+]. The product is [Br:1][C:2]1[N:7]=[C:6]([I:9])[C:5]([NH2:8])=[CH:4][CH:3]=1. The yield is 0.650. (9) The reactants are [OH:1][C:2]1[CH:10]=[CH:9][C:5]([C:6]([OH:8])=O)=[CH:4][N:3]=1.CCN=C=NCCCN(C)C.C1C=CC2N(O)N=NC=2C=1.Cl.[CH3:33][O:34][NH:35][CH3:36].CCN(CC)CC. The catalyst is C(Cl)Cl.O. The product is [OH:1][C:2]1[CH:10]=[CH:9][C:5]([C:6]([N:35]([O:34][CH3:33])[CH3:36])=[O:8])=[CH:4][N:3]=1. The yield is 0.530.